From a dataset of CYP3A4 inhibition data for predicting drug metabolism from PubChem BioAssay. Regression/Classification. Given a drug SMILES string, predict its absorption, distribution, metabolism, or excretion properties. Task type varies by dataset: regression for continuous measurements (e.g., permeability, clearance, half-life) or binary classification for categorical outcomes (e.g., BBB penetration, CYP inhibition). Dataset: cyp3a4_veith. (1) The drug is CN(C)c1ccc(-c2ccc3ncnc(N(C)Cc4ccco4)c3c2)cc1. The result is 1 (inhibitor). (2) The compound is Cn1c(=O)c2c(ncn2CCSS(=O)(=O)O)n(C)c1=O. The result is 0 (non-inhibitor). (3) The molecule is COc1ccc(OCCSc2ncn[nH]2)cc1. The result is 1 (inhibitor).